Dataset: Full USPTO retrosynthesis dataset with 1.9M reactions from patents (1976-2016). Task: Predict the reactants needed to synthesize the given product. (1) Given the product [F:8][C:7]1[CH:6]=[CH:5][C:4]([C:9]#[C:10][C:11]2[CH:12]=[N:13][CH:14]=[C:15]([CH:18]=2)[C:16]#[N:17])=[CH:3][C:2]=1[O:1][CH3:21], predict the reactants needed to synthesize it. The reactants are: [OH:1][C:2]1[CH:3]=[C:4]([C:9]#[C:10][C:11]2[CH:12]=[N:13][CH:14]=[C:15]([CH:18]=2)[C:16]#[N:17])[CH:5]=[CH:6][C:7]=1[F:8].IC.[C:21](=O)([O-])[O-].[K+].[K+]. (2) Given the product [NH2:1][C:2]1[N:7]=[C:6]([C:8]2[NH:12][C:11]([C:13]3[CH:18]=[C:17]([Cl:19])[CH:16]=[CH:15][C:14]=3[CH2:20][CH3:21])=[C:10]([C:22]([O:24][CH2:25][CH3:26])=[O:23])[CH:9]=2)[C:5]([Br:27])=[CH:4][N:3]=1, predict the reactants needed to synthesize it. The reactants are: [NH2:1][C:2]1[N:7]=[C:6]([C:8]2[NH:12][C:11]([C:13]3[CH:18]=[C:17]([Cl:19])[CH:16]=[CH:15][C:14]=3[CH2:20][CH3:21])=[C:10]([C:22]([O:24][CH2:25][CH3:26])=[O:23])[CH:9]=2)[CH:5]=[CH:4][N:3]=1.[Br:27]N1C(=O)CCC1=O.O. (3) The reactants are: [I:1][C:2]1[CH:3]=[C:4]([CH:6]=[CH:7][CH:8]=1)[NH2:5].[Br:9]C1C(=O)C(Br)=CC(Br)(Br)C=1. Given the product [Br:9][C:8]1[CH:7]=[CH:6][C:4]([NH2:5])=[CH:3][C:2]=1[I:1], predict the reactants needed to synthesize it.